This data is from Forward reaction prediction with 1.9M reactions from USPTO patents (1976-2016). The task is: Predict the product of the given reaction. Given the reactants BrC1C=C(F)C=C2C=1C=CC(=O)N2.[Br:14][C:15]1[CH:24]=[C:23]2[C:18]([CH:19]=[CH:20][C:21](=[O:25])[NH:22]2)=[C:17]([F:26])[CH:16]=1.[H-].[Na+].CS(O[CH2:34][CH2:35][N:36]1[CH2:41][CH2:40][CH:39]([NH:42][C:43]([O:45][C:46]([CH3:49])([CH3:48])[CH3:47])=[O:44])[CH2:38][CH2:37]1)(=O)=O.FC1C=C2C(N=CC(=O)N2CCN2CCC(NC(=O)OC(C)(C)C)CC2)=CC=1, predict the reaction product. The product is: [Br:14][C:15]1[CH:24]=[C:23]2[C:18]([CH:19]=[CH:20][C:21](=[O:25])[N:22]2[CH2:34][CH2:35][N:36]2[CH2:41][CH2:40][CH:39]([NH:42][C:43](=[O:44])[O:45][C:46]([CH3:49])([CH3:48])[CH3:47])[CH2:38][CH2:37]2)=[C:17]([F:26])[CH:16]=1.